This data is from Full USPTO retrosynthesis dataset with 1.9M reactions from patents (1976-2016). The task is: Predict the reactants needed to synthesize the given product. (1) Given the product [Cl:30][C:31]1[CH:32]=[CH:33][C:34]([C:37]([C:43]2[CH:44]=[CH:45][C:46]([Cl:49])=[CH:47][CH:48]=2)([CH:38]2[CH:39]=[CH:40][CH:41]=[CH:42]2)[C:7]2([CH3:50])[C:6]3[C:5]([CH3:23])([CH:12]4[CH2:13][CH2:14][CH:15]=[CH:16][C:11]4=[C:10]4[C:18]=3[CH2:17][C:19]3[CH:20]=[CH:21][CH:22]=[CH:8][C:9]4=3)[C:4]([CH3:26])([CH3:25])[C:3]([CH3:28])([CH3:27])[C:2]2([CH3:1])[CH3:29])=[CH:35][CH:36]=1, predict the reactants needed to synthesize it. The reactants are: [CH3:1][C:2]1([CH3:29])[CH:7]2[CH:8]3[CH2:22][CH2:21][CH:20]=[CH:19][C:9]3=[C:10]3[C:18]([CH2:17][C:16]4[CH:15]=[CH:14][CH:13]=[CH:12][C:11]3=4)=[C:6]2[C:5](C)([CH3:23])[C:4]([CH3:26])([CH3:25])[C:3]1([CH3:28])[CH3:27].[Cl:30][C:31]1[CH:36]=[CH:35][C:34]([C:37]([C:43]2[CH:48]=[CH:47][C:46]([Cl:49])=[CH:45][CH:44]=2)=[C:38]2[CH:42]=[CH:41][CH:40]=[CH:39]2)=[CH:33][CH:32]=1.[CH3:50]CCCCC.C([Li])CCC.CN1CCN(C)C1=O. (2) Given the product [CH2:18]([C:10]1([CH2:15][CH2:16][CH3:17])[CH:11]([OH:14])[CH2:12][CH2:13][NH:8][CH2:9]1)[CH2:19][CH3:20], predict the reactants needed to synthesize it. The reactants are: C([N:8]1[CH2:13][CH2:12][CH:11]([OH:14])[C:10]([CH2:18][CH2:19][CH3:20])([CH2:15][CH2:16][CH3:17])[CH2:9]1)C1C=CC=CC=1. (3) Given the product [Cl:17][C:18]1[N:19]=[C:20]2[N:24]([C:25]=1[S:26]([NH:1][C:2]1[CH:3]=[C:4]3[C:8](=[CH:9][CH:10]=1)[N:7]([CH2:11][CH2:12][N:13]([CH3:15])[CH3:14])[C:6]([CH3:16])=[CH:5]3)(=[O:28])=[O:27])[CH:23]=[CH:22][S:21]2, predict the reactants needed to synthesize it. The reactants are: [NH2:1][C:2]1[CH:3]=[C:4]2[C:8](=[CH:9][CH:10]=1)[N:7]([CH2:11][CH2:12][N:13]([CH3:15])[CH3:14])[C:6]([CH3:16])=[CH:5]2.[Cl:17][C:18]1[N:19]=[C:20]2[N:24]([C:25]=1[S:26](Cl)(=[O:28])=[O:27])[CH:23]=[CH:22][S:21]2. (4) The reactants are: ClC1C(C([NH:10][C:11]2[CH:16]=[CH:15][C:14]([O:17][CH2:18][CH3:19])=[CH:13][CH:12]=2)=O)=CC=CN=1.ClC1N=CC=CC=1C(Cl)=O.[F:30][C:31]1[CH:32]=[N:33][CH:34]=[CH:35][C:36]=1[C:37](Cl)=[O:38]. Given the product [CH2:18]([O:17][C:14]1[CH:15]=[CH:16][C:11]([NH:10][C:37]([C:36]2[CH:35]=[CH:34][N:33]=[CH:32][C:31]=2[F:30])=[O:38])=[CH:12][CH:13]=1)[CH3:19], predict the reactants needed to synthesize it.